Dataset: Reaction yield outcomes from USPTO patents with 853,638 reactions. Task: Predict the reaction yield, written as a fraction of the theoretical maximum amount of product (1.0 means a 100% yield; for example, 0.34 means a 34% yield). (1) The reactants are N(C(OCC)=O)=NC(OCC)=O.[Cl:13][C:14]1[CH:33]=[CH:32][C:17]([NH:18][C:19]2[C:28]3[C:23](=[CH:24][C:25]([OH:31])=[C:26]([O:29][CH3:30])[CH:27]=3)[N:22]=[CH:21][N:20]=2)=[C:16]([F:34])[CH:15]=1.[N:35]1[N:36]=[CH:37][N:38]([CH2:40][CH2:41]O)[CH:39]=1.C1(P(C2C=CC=CC=2)C2C=CC=CC=2)C=CC=CC=1. The catalyst is C(Cl)Cl. The product is [ClH:13].[Cl:13][C:14]1[CH:33]=[CH:32][C:17]([NH:18][C:19]2[C:28]3[C:23](=[CH:24][C:25]([O:31][CH2:41][CH2:40][N:38]4[CH:37]=[N:36][N:35]=[CH:39]4)=[C:26]([O:29][CH3:30])[CH:27]=3)[N:22]=[CH:21][N:20]=2)=[C:16]([F:34])[CH:15]=1. The yield is 0.400. (2) The reactants are [F:1][C:2]1[CH:7]=[CH:6][C:5]([N:8]=[C:9]=[O:10])=[CH:4][CH:3]=1.Cl.Cl.[NH:13]1[CH2:16][CH:15]([C:17]2[NH:18][C:19](=[O:33])[C:20]3[CH:25]=[N:24][N:23]([CH:26]4[CH2:29][N:28]([CH:30]([CH3:32])[CH3:31])[CH2:27]4)[C:21]=3[N:22]=2)[CH2:14]1.C(N(CC)CC)C. The catalyst is C(Cl)Cl. The product is [F:1][C:2]1[CH:7]=[CH:6][C:5]([NH:8][C:9]([N:13]2[CH2:14][CH:15]([C:17]3[NH:18][C:19](=[O:33])[C:20]4[CH:25]=[N:24][N:23]([CH:26]5[CH2:27][N:28]([CH:30]([CH3:31])[CH3:32])[CH2:29]5)[C:21]=4[N:22]=3)[CH2:16]2)=[O:10])=[CH:4][CH:3]=1. The yield is 0.640. (3) The reactants are [F:1][C:2]1[CH:3]=[C:4]([C:8]2[N:9]=[C:10]([N:18]([CH3:20])[CH3:19])[C:11]3[O:12][CH2:13][CH2:14][NH:15][C:16]=3[N:17]=2)[CH:5]=[CH:6][CH:7]=1.C(N(CC)CC)C.ClC(Cl)(O[C:32](=[O:38])OC(Cl)(Cl)Cl)Cl.[N:40]1[CH:45]=[CH:44][C:43]([NH2:46])=[CH:42][CH:41]=1. The catalyst is C(Cl)Cl. The product is [CH3:19][N:18]([CH3:20])[C:10]1[C:11]2[O:12][CH2:13][CH2:14][N:15]([C:32]([NH:46][C:43]3[CH:44]=[CH:45][N:40]=[CH:41][CH:42]=3)=[O:38])[C:16]=2[N:17]=[C:8]([C:4]2[CH:5]=[CH:6][CH:7]=[C:2]([F:1])[CH:3]=2)[N:9]=1. The yield is 0.190.